From a dataset of Reaction yield outcomes from USPTO patents with 853,638 reactions. Predict the reaction yield, written as a fraction of the theoretical maximum amount of product (1.0 means a 100% yield; for example, 0.34 means a 34% yield). (1) The reactants are FC(F)(F)C1C=C(NC(=O)NC2C=CC(C3SC(CCC(OC)=O)=NC=3)=CC=2)C=CC=1.[NH2:32][C:33]1[CH:38]=[CH:37][C:36]([C:39]2[S:43][C:42]([CH2:44][NH:45][S:46]([C:49]([F:52])([F:51])[F:50])(=[O:48])=[O:47])=[N:41][CH:40]=2)=[CH:35][CH:34]=1.[Cl:53][C:54]1[CH:59]=[CH:58][CH:57]=[CH:56][C:55]=1[N:60]=[C:61]=[O:62]. No catalyst specified. The product is [Cl:53][C:54]1[CH:59]=[CH:58][CH:57]=[CH:56][C:55]=1[NH:60][C:61](=[O:62])[NH:32][C:33]1[CH:34]=[CH:35][C:36]([C:39]2[S:43][C:42]([CH2:44][NH:45][S:46]([C:49]([F:50])([F:51])[F:52])(=[O:48])=[O:47])=[N:41][CH:40]=2)=[CH:37][CH:38]=1. The yield is 0.800. (2) The reactants are C(NC(C)C)(C)C.C([Li])CCC.[CH3:13][C:14]([CH3:16])=[O:15].[CH2:17]([O:19][C:20](=[O:31])[C:21](=[O:30])[CH2:22][CH2:23][C:24]1[CH:29]=[CH:28][CH:27]=[CH:26][CH:25]=1)[CH3:18].[Cl-].[NH4+]. The catalyst is O1CCCC1. The product is [CH2:17]([O:19][C:20](=[O:31])[C:21]([OH:30])([CH2:22][CH2:23][C:24]1[CH:29]=[CH:28][CH:27]=[CH:26][CH:25]=1)[CH2:13][C:14](=[O:15])[CH3:16])[CH3:18]. The yield is 0.870.